The task is: Regression. Given two drug SMILES strings and cell line genomic features, predict the synergy score measuring deviation from expected non-interaction effect.. This data is from NCI-60 drug combinations with 297,098 pairs across 59 cell lines. (1) Drug 1: C1CC(CNC1)C2=CC=C(C=C2)N3C=C4C=CC=C(C4=N3)C(=O)N. Drug 2: CC1(CCCN1)C2=NC3=C(C=CC=C3N2)C(=O)N. Cell line: UACC62. Synergy scores: CSS=1.55, Synergy_ZIP=-1.33, Synergy_Bliss=-2.44, Synergy_Loewe=-7.19, Synergy_HSA=-6.13. (2) Drug 1: C1=CN(C(=O)N=C1N)C2C(C(C(O2)CO)O)O.Cl. Drug 2: CC12CCC3C(C1CCC2OP(=O)(O)O)CCC4=C3C=CC(=C4)OC(=O)N(CCCl)CCCl.[Na+]. Cell line: CAKI-1. Synergy scores: CSS=30.4, Synergy_ZIP=0.0380, Synergy_Bliss=-0.954, Synergy_Loewe=-38.6, Synergy_HSA=-0.906. (3) Drug 1: C1=CC(=C2C(=C1NCCNCCO)C(=O)C3=C(C=CC(=C3C2=O)O)O)NCCNCCO. Drug 2: C1=NC2=C(N1)C(=S)N=C(N2)N. Cell line: HCC-2998. Synergy scores: CSS=32.9, Synergy_ZIP=-9.32, Synergy_Bliss=-2.79, Synergy_Loewe=-4.92, Synergy_HSA=-0.353. (4) Drug 1: COC1=C2C(=CC3=C1OC=C3)C=CC(=O)O2. Drug 2: CCC1(C2=C(COC1=O)C(=O)N3CC4=CC5=C(C=CC(=C5CN(C)C)O)N=C4C3=C2)O.Cl. Cell line: HL-60(TB). Synergy scores: CSS=14.8, Synergy_ZIP=-18.6, Synergy_Bliss=-33.9, Synergy_Loewe=-51.8, Synergy_HSA=-29.3.